From a dataset of Peptide-MHC class II binding affinity with 134,281 pairs from IEDB. Regression. Given a peptide amino acid sequence and an MHC pseudo amino acid sequence, predict their binding affinity value. This is MHC class II binding data. (1) The peptide sequence is KNPLKFDNTYFTELL. The MHC is DRB1_1302 with pseudo-sequence DRB1_1302. The binding affinity (normalized) is 0.682. (2) The peptide sequence is KASFEEGKCGLNSVD. The MHC is DRB1_0301 with pseudo-sequence DRB1_0301. The binding affinity (normalized) is 0.211. (3) The peptide sequence is YDKFLCNVSTVLTGK. The MHC is DRB1_0701 with pseudo-sequence DRB1_0701. The binding affinity (normalized) is 0.597. (4) The peptide sequence is AAGGWDSLAAELATT. The MHC is HLA-DQA10102-DQB10602 with pseudo-sequence HLA-DQA10102-DQB10602. The binding affinity (normalized) is 0.354. (5) The peptide sequence is KFTQFAGKDLESIKG. The MHC is HLA-DQA10102-DQB10602 with pseudo-sequence HLA-DQA10102-DQB10602. The binding affinity (normalized) is 0.387.